From a dataset of Peptide-MHC class II binding affinity with 134,281 pairs from IEDB. Regression. Given a peptide amino acid sequence and an MHC pseudo amino acid sequence, predict their binding affinity value. This is MHC class II binding data. (1) The peptide sequence is AIDRPAEARKVCYNA. The MHC is DRB1_0401 with pseudo-sequence DRB1_0401. The binding affinity (normalized) is 0.329. (2) The binding affinity (normalized) is 0.152. The MHC is HLA-DPA10201-DPB11401 with pseudo-sequence HLA-DPA10201-DPB11401. The peptide sequence is VRSGGHDYEGLSYRS.